Dataset: CYP2C9 inhibition data for predicting drug metabolism from PubChem BioAssay. Task: Regression/Classification. Given a drug SMILES string, predict its absorption, distribution, metabolism, or excretion properties. Task type varies by dataset: regression for continuous measurements (e.g., permeability, clearance, half-life) or binary classification for categorical outcomes (e.g., BBB penetration, CYP inhibition). Dataset: cyp2c9_veith. (1) The compound is CN(C)c1ccc(-c2cncnc2-n2ccnc2)cc1. The result is 0 (non-inhibitor). (2) The drug is COc1ccc2[nH]cc(CCNc3nc(-c4ccccc4CN(C)C)nc4ccccc34)c2c1. The result is 0 (non-inhibitor). (3) The drug is Clc1ccc(-c2nnc(-c3ccccc3)c(N3CCSCC3)n2)cc1. The result is 1 (inhibitor).